This data is from Reaction yield outcomes from USPTO patents with 853,638 reactions. The task is: Predict the reaction yield, written as a fraction of the theoretical maximum amount of product (1.0 means a 100% yield; for example, 0.34 means a 34% yield). The reactants are [CH2:1]([N:8]1[CH2:14][C:13]2[N:15]=[CH:16][C:17](Cl)=[N:18][C:12]=2[O:11][C@@H:10]([CH3:20])[CH2:9]1)[C:2]1[CH:7]=[CH:6][CH:5]=[CH:4][CH:3]=1.[CH3:21][C@@H:22]1[CH2:27][O:26][CH2:25][CH2:24][NH:23]1.CC(C1C=C(C(C)C)C(C2C=CC=CC=2P(C2CCCCC2)C2CCCCC2)=C(C(C)C)C=1)C.CC(C)([O-])C.[Na+]. The catalyst is C1(C)C=CC=CC=1.C1C=CC(/C=C/C(/C=C/C2C=CC=CC=2)=O)=CC=1.C1C=CC(/C=C/C(/C=C/C2C=CC=CC=2)=O)=CC=1.C1C=CC(/C=C/C(/C=C/C2C=CC=CC=2)=O)=CC=1.[Pd].[Pd].O. The product is [CH2:1]([N:8]1[CH2:14][C:13]2[N:15]=[CH:16][C:17]([N:23]3[CH2:24][CH2:25][O:26][CH2:27][C@H:22]3[CH3:21])=[N:18][C:12]=2[O:11][C@@H:10]([CH3:20])[CH2:9]1)[C:2]1[CH:7]=[CH:6][CH:5]=[CH:4][CH:3]=1. The yield is 0.610.